This data is from Forward reaction prediction with 1.9M reactions from USPTO patents (1976-2016). The task is: Predict the product of the given reaction. Given the reactants [Br:1][C:2]1[CH:10]=[CH:9][C:8]([N:11]2[CH:15]=[CH:14][CH:13]=[CH:12]2)=[CH:7][C:3]=1[C:4](O)=[O:5].CC[N:18](C(C)C)C(C)C.ClC(OC(C)C)=O.N, predict the reaction product. The product is: [Br:1][C:2]1[CH:10]=[CH:9][C:8]([N:11]2[CH:15]=[CH:14][CH:13]=[CH:12]2)=[CH:7][C:3]=1[C:4]([NH2:18])=[O:5].